From a dataset of Full USPTO retrosynthesis dataset with 1.9M reactions from patents (1976-2016). Predict the reactants needed to synthesize the given product. Given the product [NH2:33][C:19]1[N:20]=[C:21]([C:23]2[CH:32]=[C:31]3[C:26]([CH2:27][CH2:28][N:29]([C:2]([NH:1][CH:4]4[CH2:8][CH2:7][CH2:6][CH2:5]4)=[O:3])[CH2:30]3)=[CH:25][CH:24]=2)[CH:22]=[C:17]([N:14]2[CH2:13][CH2:12][N:11]([CH3:10])[CH2:16][CH2:15]2)[N:18]=1, predict the reactants needed to synthesize it. The reactants are: [N:1]([CH:4]1[CH2:8][CH2:7][CH2:6][CH2:5]1)=[C:2]=[O:3].Cl.[CH3:10][N:11]1[CH2:16][CH2:15][N:14]([C:17]2[CH:22]=[C:21]([C:23]3[CH:32]=[C:31]4[C:26]([CH2:27][CH2:28][NH:29][CH2:30]4)=[CH:25][CH:24]=3)[N:20]=[C:19]([NH2:33])[N:18]=2)[CH2:13][CH2:12]1.C(N(CC)CC)C.